Task: Predict the reactants needed to synthesize the given product.. Dataset: Full USPTO retrosynthesis dataset with 1.9M reactions from patents (1976-2016) (1) Given the product [OH:46][CH2:45][C:44]1[CH:47]=[CH:48][C:41]([NH:40][C:32]([NH:25][C:24]2[CH:26]=[CH:27][C:21]([C:9]3[N:8]=[C:7]([N:1]4[CH2:2][CH2:3][O:4][CH2:5][CH2:6]4)[N:12]=[C:11]([N:13]4[CH:14]5[CH2:20][CH2:19][CH:18]4[CH2:17][O:16][CH2:15]5)[N:10]=3)=[CH:22][CH:23]=2)=[O:38])=[CH:42][CH:43]=1, predict the reactants needed to synthesize it. The reactants are: [N:1]1([C:7]2[N:12]=[C:11]([N:13]3[CH:18]4[CH2:19][CH2:20][CH:14]3[CH2:15][O:16][CH2:17]4)[N:10]=[C:9]([C:21]3[CH:27]=[CH:26][C:24]([NH2:25])=[CH:23][CH:22]=3)[N:8]=2)[CH2:6][CH2:5][O:4][CH2:3][CH2:2]1.ClC(Cl)(O[C:32](=[O:38])OC(Cl)(Cl)Cl)Cl.[NH2:40][C:41]1[CH:48]=[CH:47][C:44]([CH2:45][OH:46])=[CH:43][CH:42]=1. (2) Given the product [F:1][C:2]1[CH:24]=[CH:23][C:5]2[N:6]=[C:7]([CH:11]([NH:10][C:9]([NH:49][C@H:50]3[CH2:55][CH2:54][C@H:53]([OH:56])[CH2:52][CH2:51]3)=[O:22])[CH2:12][C:13]3[CH:18]=[CH:17][C:16]([O:19][CH3:20])=[C:15]([F:21])[CH:14]=3)[NH:8][C:4]=2[CH:3]=1, predict the reactants needed to synthesize it. The reactants are: [F:1][C:2]1[CH:24]=[CH:23][C:5]2[N:6]=[C:7]3[CH:11]([CH2:12][C:13]4[CH:18]=[CH:17][C:16]([O:19][CH3:20])=[C:15]([F:21])[CH:14]=4)[NH:10][C:9](=[O:22])[N:8]3[C:4]=2[CH:3]=1.FC1C=CC2N3C(=O)NC(CC4C=CC(OC)=C(F)C=4)C3=NC=2C=1.[NH2:49][C@H:50]1[CH2:55][CH2:54][C@H:53]([OH:56])[CH2:52][CH2:51]1.